From a dataset of Catalyst prediction with 721,799 reactions and 888 catalyst types from USPTO. Predict which catalyst facilitates the given reaction. (1) Reactant: [C:1]([O-:4])([O-])=[O:2].[K+].[K+].[C:7]1(O)[CH:12]=[CH:11][CH:10]=[CH:9][CH:8]=1. Product: [CH3:11][CH2:12][CH2:7][CH2:8][CH2:9][CH3:10].[CH2:7]([CH2:12][C:1]([OH:4])=[O:2])[CH3:8]. The catalyst class is: 10. (2) Reactant: Cl.[CH2:2]([S:9]([NH:12][C:13]1[C:14](=[O:27])[N:15]([CH2:19][C:20]([O:22]C(C)(C)C)=[O:21])[CH:16]=[CH:17][CH:18]=1)(=[O:11])=[O:10])[C:3]1[CH:8]=[CH:7][CH:6]=[CH:5][CH:4]=1. Product: [CH2:2]([S:9]([NH:12][C:13]1[C:14](=[O:27])[N:15]([CH2:19][C:20]([OH:22])=[O:21])[CH:16]=[CH:17][CH:18]=1)(=[O:11])=[O:10])[C:3]1[CH:8]=[CH:7][CH:6]=[CH:5][CH:4]=1. The catalyst class is: 13. (3) Reactant: [O:1]1[CH:5]=[CH:4][C:3]2[CH:6]=[CH:7][CH:8]=[CH:9][C:2]1=2.C([Li])(C)(C)C.CCCCC.[CH3:20][N:21]([CH3:35])[C:22]1([C:29]2[CH:34]=[CH:33][CH:32]=[CH:31][CH:30]=2)[CH2:27][CH2:26][C:25](=[O:28])[CH2:24][CH2:23]1. Product: [O:1]1[C:2]2[CH:9]=[CH:8][CH:7]=[CH:6][C:3]=2[CH:4]=[C:5]1[C:25]1([OH:28])[CH2:26][CH2:27][C:22]([N:21]([CH3:20])[CH3:35])([C:29]2[CH:34]=[CH:33][CH:32]=[CH:31][CH:30]=2)[CH2:23][CH2:24]1. The catalyst class is: 1. (4) Reactant: [NH:1]1[CH2:5][CH2:4][CH2:3][C@@H:2]1[CH2:6][OH:7].C(=O)([O-])[O-].[Na+].[Na+].Cl[C:15]1[N:20]=[C:19]([O:21][C:22]2[CH:48]=[CH:47][C:46]([F:49])=[CH:45][C:23]=2[CH2:24][NH:25][C:26]([NH:28][C:29]2[N:33]([C:34]3[CH:39]=[CH:38][C:37]([CH3:40])=[CH:36][CH:35]=3)[N:32]=[C:31]([C:41]([CH3:44])([CH3:43])[CH3:42])[CH:30]=2)=[O:27])[CH:18]=[CH:17][N:16]=1. Product: [F:49][C:46]1[CH:47]=[CH:48][C:22]([O:21][C:19]2[CH:18]=[CH:17][N:16]=[C:15]([N:1]3[CH2:5][CH2:4][CH2:3][C@@H:2]3[CH2:6][OH:7])[N:20]=2)=[C:23]([CH:45]=1)[CH2:24][NH:25][C:26]([NH:28][C:29]1[N:33]([C:34]2[CH:35]=[CH:36][C:37]([CH3:40])=[CH:38][CH:39]=2)[N:32]=[C:31]([C:41]([CH3:44])([CH3:42])[CH3:43])[CH:30]=1)=[O:27]. The catalyst class is: 8. (5) Reactant: [N+:1]([C:4]1[CH:20]=[CH:19][C:7]2[C:8]3[CH:14]=[C:13]([S:15](Cl)(=[O:17])=[O:16])[CH:12]=[CH:11][C:9]=3[O:10][C:6]=2[CH:5]=1)([O-:3])=[O:2].Cl.[NH2:22][C@H:23]([CH:28]([CH3:30])[CH3:29])[C:24]([O:26][CH3:27])=[O:25].C(N(CC)C(C)C)(C)C. Product: [CH3:29][CH:28]([CH3:30])[C@@H:23]([NH:22][S:15]([C:13]1[CH:12]=[CH:11][C:9]2[O:10][C:6]3[CH:5]=[C:4]([N+:1]([O-:3])=[O:2])[CH:20]=[CH:19][C:7]=3[C:8]=2[CH:14]=1)(=[O:17])=[O:16])[C:24]([O:26][CH3:27])=[O:25]. The catalyst class is: 2.